Dataset: Forward reaction prediction with 1.9M reactions from USPTO patents (1976-2016). Task: Predict the product of the given reaction. The product is: [CH3:37][C:26]1[CH:25]=[C:24]([C:22]([N:14]2[CH2:13][CH2:12][C:11]3[N:10]=[C:9]([CH3:38])[NH:8][C:17]=3[C:16]3[CH:18]=[CH:19][CH:20]=[CH:21][C:15]2=3)=[O:23])[CH:36]=[CH:35][C:27]=1[CH2:28][NH:29][C:30]([CH:32]1[CH2:33][CH2:34]1)=[O:31]. Given the reactants C([N:8]1[C:17]2[C:16]3[CH:18]=[CH:19][CH:20]=[CH:21][C:15]=3[N:14]([C:22]([C:24]3[CH:36]=[CH:35][C:27]([CH2:28][NH:29][C:30]([CH:32]4[CH2:34][CH2:33]4)=[O:31])=[C:26]([CH3:37])[CH:25]=3)=[O:23])[CH2:13][CH2:12][C:11]=2[N:10]=[C:9]1[CH3:38])C1C=CC=CC=1.C1C=C2C(N/N=C3/C4C=CC(S([O-])(=O)=O)=CC=4C=C(S([O-])(=O)=O)C/3=O)=CC=C(S([O-])(=O)=O)C2=CC=1.[Na+].[Na+].[Na+].N1CCCC(=O)C2C=CC=CC1=2.C1CCCCC=1, predict the reaction product.